Dataset: Forward reaction prediction with 1.9M reactions from USPTO patents (1976-2016). Task: Predict the product of the given reaction. (1) Given the reactants [F:1][C:2]1[CH:3]=[C:4]([CH:6]=[CH:7][C:8]=1[B:9]1[O:13][C:12]([CH3:15])([CH3:14])[C:11]([CH3:17])([CH3:16])[O:10]1)[NH2:5].[CH2:18]([N:20]=[C:21]=[O:22])[CH3:19].[N-]=C=O, predict the reaction product. The product is: [CH2:18]([NH:20][C:21]([NH:5][C:4]1[CH:6]=[CH:7][C:8]([B:9]2[O:13][C:12]([CH3:15])([CH3:14])[C:11]([CH3:17])([CH3:16])[O:10]2)=[C:2]([F:1])[CH:3]=1)=[O:22])[CH3:19]. (2) The product is: [F:14][B-:13]([F:1])([F:16])[F:15].[F:1][S:2]([F:12])([F:11])([F:10])([F:9])[C:3]1[CH:8]=[CH:7][C:30]([N+:31]#[N:22])=[CH:29][CH:4]=1. Given the reactants [F:1][S:2]([F:12])([F:11])([F:10])([F:9])[C:3]1[CH:8]=[CH:7]C=C[CH:4]=1.[B:13]([F:16])([F:15])[F:14].CCOCC.[N:22](OC(C)(C)C)=O.[CH3:29][C:30]#[N:31], predict the reaction product. (3) Given the reactants Br[C:2]1[N:3]=[CH:4][C:5]([OH:9])=[N:6][C:7]=1[Cl:8].[C:10]1([CH3:31])[CH:15]=[CH:14][CH:13]=[CH:12][C:11]=1P([C:11]1[CH:12]=[CH:13][CH:14]=[CH:15][C:10]=1[CH3:31])[C:11]1[CH:12]=[CH:13][CH:14]=[CH:15][C:10]=1[CH3:31].C(=O)([O-])[O-].[Na+].[Na+].CC1C=CC(B(O)O)=CC=1, predict the reaction product. The product is: [Cl:8][C:7]1[N:6]=[C:5]([OH:9])[CH:4]=[N:3][C:2]=1[C:13]1[CH:14]=[CH:15][C:10]([CH3:31])=[CH:11][CH:12]=1.